Dataset: Full USPTO retrosynthesis dataset with 1.9M reactions from patents (1976-2016). Task: Predict the reactants needed to synthesize the given product. (1) The reactants are: [C:1]([C:4]1[N:9]=[C:8]([C:10]2[CH2:15][CH2:14]C(C)(C)[CH2:12][CH:11]=2)[C:7]([NH:18][C:19]([C:21]2[NH:22][C:23]([C:26]#[N:27])=[CH:24][N:25]=2)=[O:20])=[CH:6][CH:5]=1)(=[O:3])[CH3:2].[CH3:28][Mg+].[Br-].[CH2:31]1[CH2:35]OC[CH2:32]1. Given the product [CH3:32][CH:31]1[CH2:35][CH2:14][CH2:15][C:10]([C:8]2[C:7]([NH:18][C:19]([C:21]3[NH:22][C:23]([C:26]#[N:27])=[CH:24][N:25]=3)=[O:20])=[CH:6][CH:5]=[C:4]([C:1]([OH:3])([CH3:28])[CH3:2])[N:9]=2)=[C:11]1[CH3:12], predict the reactants needed to synthesize it. (2) Given the product [C:12]([O:16][C:17]([N:19]1[CH2:20][CH:21]=[C:22]([C:6]2[CH:7]=[CH:8][C:3]([O:2][CH3:1])=[CH:4][CH:5]=2)[CH2:23][CH2:24]1)=[O:18])([CH3:15])([CH3:13])[CH3:14], predict the reactants needed to synthesize it. The reactants are: [CH3:1][O:2][C:3]1[CH:8]=[CH:7][C:6](B(O)O)=[CH:5][CH:4]=1.[C:12]([O:16][C:17]([N:19]1[CH2:24][CH:23]=[C:22](OS(C(F)(F)F)(=O)=O)[CH2:21][CH2:20]1)=[O:18])([CH3:15])([CH3:14])[CH3:13]. (3) Given the product [Cl:1][C:2]1[CH:11]=[CH:10][CH:9]=[C:8]([CH:12]=[O:14])[C:3]=1[C:4]([O:6][CH3:7])=[O:5], predict the reactants needed to synthesize it. The reactants are: [Cl:1][C:2]1[CH:11]=[CH:10][CH:9]=[C:8]([CH:12]=C)[C:3]=1[C:4]([O:6][CH3:7])=[O:5].[O:14]=[O+][O-].CSC. (4) Given the product [OH:23][N:24]1[C:29]([CH3:30])([CH3:31])[CH2:28][CH:27]([CH:32]=[O:33])[CH2:26][C:25]1([CH3:35])[CH3:34], predict the reactants needed to synthesize it. The reactants are: CC(OI1(OC(C)=O)(OC(C)=O)OC(=O)C2C=CC=CC1=2)=O.[OH:23][N:24]1[C:29]([CH3:31])([CH3:30])[CH2:28][CH:27]([CH2:32][OH:33])[CH2:26][C:25]1([CH3:35])[CH3:34].O.